Dataset: Reaction yield outcomes from USPTO patents with 853,638 reactions. Task: Predict the reaction yield, written as a fraction of the theoretical maximum amount of product (1.0 means a 100% yield; for example, 0.34 means a 34% yield). (1) The reactants are [Cl:1][C:2]1[CH:7]=[CH:6][CH:5]=[C:4]([CH3:8])[C:3]=1[NH:9][C:10](=[O:16])/[CH:11]=[CH:12]/OCC.C1C(=O)N(Br)C(=O)C1.[Cl:25][C:26]1[N:31]=[C:30]([CH3:32])[N:29]=[C:28]([NH:33][C:34]([NH2:36])=[S:35])[CH:27]=1. The catalyst is C1COCC1.O. The product is [Cl:25][C:26]1[N:31]=[C:30]([CH3:32])[N:29]=[C:28]([NH:33][C:34]2[S:35][C:11]([C:10]([NH:9][C:3]3[C:4]([CH3:8])=[CH:5][CH:6]=[CH:7][C:2]=3[Cl:1])=[O:16])=[CH:12][N:36]=2)[CH:27]=1. The yield is 0.710. (2) The reactants are [N+:1]1([O-])[C:2]([C:7]([O:9][C:10]([CH3:13])([CH3:12])[CH3:11])=[O:8])=[CH:3][CH:4]=[CH:5][CH:6]=1.C[Si]([C:19]#[N:20])(C)C.CN(C)C(Cl)=O. The catalyst is [N+](CC)([O-])=O. The product is [C:19]([C:6]1[N:1]=[C:2]([C:7]([O:9][C:10]([CH3:13])([CH3:12])[CH3:11])=[O:8])[CH:3]=[CH:4][CH:5]=1)#[N:20]. The yield is 0.850. (3) The reactants are [Cl:1][C:2]1[CH:7]=[CH:6][CH:5]=[CH:4][C:3]=1[CH:8]=O.[CH3:10][CH2:11]C(=O)CC.B(F)(F)F.CCOCC.O. The catalyst is CCCCCC. The product is [Cl:1][C:2]1[CH:7]=[CH:6][CH:5]=[CH:4][C:3]=1/[CH:8]=[CH:10]/[CH3:11]. The yield is 0.580. (4) The reactants are Br[C:2]1[CH:7]=[CH:6][CH:5]=[CH:4][N:3]=1.[CH3:8][O:9][C:10]1[CH:15]=[CH:14][C:13]([NH2:16])=[CH:12][CH:11]=1.C1C=CC(P(C2C(C3C(P(C4C=CC=CC=4)C4C=CC=CC=4)=CC=C4C=3C=CC=C4)=C3C(C=CC=C3)=CC=2)C2C=CC=CC=2)=CC=1.CC([O-])(C)C.[K+]. The catalyst is C1(C)C=CC=CC=1.CC([O-])=O.CC([O-])=O.[Pd+2]. The product is [CH3:8][O:9][C:10]1[CH:15]=[CH:14][C:13]([NH:16][C:2]2[CH:7]=[CH:6][CH:5]=[CH:4][N:3]=2)=[CH:12][CH:11]=1. The yield is 0.700. (5) The reactants are [CH2:1]([O:8][C:9]([CH:11]1[CH2:16][CH2:15][CH:14]([NH:17][O:18][CH2:19][C:20]2[CH:25]=[CH:24][CH:23]=[CH:22][CH:21]=2)[CH2:13][NH:12]1)=[O:10])[C:2]1[CH:7]=[CH:6][CH:5]=[CH:4][CH:3]=1.[C:26]([OH:31])(=[O:30])[C:27]([OH:29])=[O:28]. The catalyst is C(O)C. The product is [C:26]([OH:31])(=[O:30])[C:27]([OH:29])=[O:28].[CH2:1]([O:8][C:9]([CH:11]1[CH2:16][CH2:15][CH:14]([NH:17][O:18][CH2:19][C:20]2[CH:25]=[CH:24][CH:23]=[CH:22][CH:21]=2)[CH2:13][NH:12]1)=[O:10])[C:2]1[CH:3]=[CH:4][CH:5]=[CH:6][CH:7]=1. The yield is 0.930.